From a dataset of Experimentally validated miRNA-target interactions with 360,000+ pairs, plus equal number of negative samples. Binary Classification. Given a miRNA mature sequence and a target amino acid sequence, predict their likelihood of interaction. (1) The miRNA is mmu-miR-328-3p with sequence CUGGCCCUCUCUGCCCUUCCGU. The protein sequence of the target gene is MNCPVLSLGSGFLFQVIEMLIFAYFASISLTESRGLFPRLENVGAFKKVSIVPTQAVCGLPDRSTFCHSSAAAESIQFCTQRFCIQDCPYRSSHPTYTALFSAGLSSCITPDKNDLHPNAHSNSASFIFGNHKSCFSSPPSPKLMASFTLAVWLKPEQQGVMCVIEKTVDGQIVFKLTISEKETMFYYRTVNGLQPPIKVMTLGRILVKKWIHLSVQVHQTKISFFINGVEKDHTPFNARTLSGSITDFASGTVQIGQSLNGLEQFVGRMQDFRLYQVALTNREILEVFSGDLLRLHAQS.... Result: 0 (no interaction). (2) The miRNA is hsa-miR-548ay-5p with sequence AAAAGUAAUUGUGGUUUUUGC. The protein sequence of the target gene is MPNIKIFSGSSHQDLSQKIADRLGLELGKVVTKKFSNQETCVEIDESVRGEDVYIVQSGCGEINDSLMELLIMINACKIASASRVTAVIPCFPYARQDKKDKSRSPISAKLVANMLSIAGADHIITMDLHASQIQGFFDIPVDNLYAEPTVLKWIRENIPEWKNCIIVSPDAGGAKRVTSIADQLNVDFALIHKERKKANEVDCIVLVGDVNDRVAILVDDMADTCVTICLAADKLLSAGATRVYAILTHGIFSGPAISRINTACFEAVVVTNTIPQDEKMKHCSKIRVIDISMILAEAI.... Result: 1 (interaction). (3) The miRNA is hsa-miR-378g with sequence ACUGGGCUUGGAGUCAGAAG. The protein sequence of the target gene is MSEKSGQSTKAKDGKKYATLSLFNTYKGKSLETQKTTARHGLQSLGKVGISRRMPPPANLPSLKAENKGNDPNVNIVPKDGTGWASKQEQHEEEKTPEVPPAQPKPGVAAPPEVAPAPKSWASNKQGGQGDGIQVNSQFQQEFPSLQAAGDQEKKEKETNDDNYGPGPSLRPPNVACWRDGGKAAGSPSSSDQDEKLPGQDESTAGTSEQNDILKVVEKRIACGPPQAKLNGQQAALASQYRAMMPPYMFQQYPRMTYPPLHGPMRFPPSLSETNKGLRGRGPPPSWASEPERPSILSAS.... Result: 0 (no interaction). (4) The miRNA is mmu-miR-486b-5p with sequence UCCUGUACUGAGCUGCCCCGAG. Result: 0 (no interaction). The protein sequence of the target gene is MWVAKWLTGLLYHLSLFITRSWEVDFHPRQEALVRTLTSYEVVIPERVNEFGEVFPQSHHFSRQKRSSEALEPMPFRTHYRFTAYGQLFQLNLTADASFLAAGYTEVHLGTPERGAWESDAGPSDLRHCFYRGQVNSQEDYKAVVSLCGGLTGTFKGQNGEYFLEPIMKADGNEYEDGHNKPHLIYRQDLNNSFLQTLKYCSVSESQIKETSLPFHTYSNMNEDLNVMKERVLGHTSKNVPLKDERRHSRKKRLISYPRYIEIMVTADAKVVSAHGSNLQNYILTLMSIVATIYKDPSIG.... (5) The miRNA is hsa-miR-711 with sequence GGGACCCAGGGAGAGACGUAAG. The protein sequence of the target gene is MEAGEEPLLLAELKPGRPHQFDWKSSCETWSVAFSPDGSWFAWSQGHCIVKLIPWPLEEQFIPKGFEAKSRSSKNETKGRGSPKEKTLDCGQIVWGLAFSPWPSPPSRKLWARHHPQVPDVSCLVLATGLNDGQIKIWEVQTGLLLLNLSGHQDVVRDLSFTPSGSLILVSASRDKTLRIWDLNKHGKQIQVLSGHLQWVYCCSISPDCSMLCSAAGEKSVFLWSMRSYTLIRKLEGHQSSVVSCDFSPDSALLVTASYDTNVIMWDPYTGERLRSLHHTQVDPAMDDSDVHISSLRSVC.... Result: 0 (no interaction). (6) The miRNA is mmu-miR-155-5p with sequence UUAAUGCUAAUUGUGAUAGGGGU. The protein sequence of the target gene is MTMTTMPESLNSPVSGKAVFMEFGPPNQQMSPSPMSHGHYSMHCLHSAGHSQPDGAYSSASSFSRPLGYPYVNSVSSHASSPYISSVQSYPGSASLAQSRLEDPGADSEKSTVVEGGEVRFNGKGKKIRKPRTIYSSLQLQALNRRFQQTQYLALPERAELAASLGLTQTQVKIWFQNKRSKFKKLMKQGGAALEGSALANGRALSAGSPPVPPGWNPNSSSGKGSGSSAGSYVPSYTSWYPSAHQEAMQQPQLM. Result: 0 (no interaction). (7) The miRNA is hsa-miR-193b-3p with sequence AACUGGCCCUCAAAGUCCCGCU. The protein sequence of the target gene is MGFLQLLVVAVLASEHRVAGAAEVFGNSSEGLIEFSVGKFRYFELNRPFPEEAILHDISSNVTFLIFQIHSQYQNTTVSFSPTLLSNSSETGTASGLVFILRPEQSTCTWYLGTSGIQPVQNMAILLSYSERDPVPGGCNLEFDLDIDPNIYLEYNFFETTIKFAPANLGYARGVDPPPCDAGTDQDSRWRLQYDVYQYFLPENDLTEEMLLKHLQRMVSVPQVKASALKVVTLTANDKTSVSFSSLPGQGVIYNVIVWDPFLNTSAAYIPAHTYACSFEAGEGSCASLGRVSSKVFFTL.... Result: 0 (no interaction). (8) The miRNA is hsa-miR-6849-5p with sequence GAGUGGAUAGGGGAGUGUGUGGA. The protein sequence of the target gene is MASRRMETKPVITCLKTLLIIYSFVFWITGVILLAVGVWGKLTLGTYISLIAENSTNAPYVLIGTGTTIVVFGLFGCFATCRGSPWMLKLYAMFLSLVFLAELVAGISGFVFRHEIKDTFLRTYTDAMQNYNGNDERSRAVDHVQRSLSCCGVQNYTNWSSSPYFLDHGIPPSCCMNETDCNPLDLHNLTVAATKVNQKGCYDLVTSFMETNMGIIAGVAFGIAFSQLIGMLLACCLSRFITANQYEMV. Result: 0 (no interaction).